Dataset: CYP2D6 inhibition data for predicting drug metabolism from PubChem BioAssay. Task: Regression/Classification. Given a drug SMILES string, predict its absorption, distribution, metabolism, or excretion properties. Task type varies by dataset: regression for continuous measurements (e.g., permeability, clearance, half-life) or binary classification for categorical outcomes (e.g., BBB penetration, CYP inhibition). Dataset: cyp2d6_veith. (1) The drug is COc1ccc(C(=O)N2CCC3(CC2)CN(C(=O)NC(C)C)C3)cc1. The result is 0 (non-inhibitor). (2) The drug is CC(=O)N1CCC2(CC1)CCN(c1ccccn1)CC2. The result is 0 (non-inhibitor). (3) The compound is COc1ccc(CN2C(=O)CN(C3CCCCCC3)C(=O)C2c2ccc(OC)c(OC)c2)cc1. The result is 0 (non-inhibitor). (4) The molecule is CCOC(=O)c1ccc(-c2ccc(CO)o2)cc1. The result is 0 (non-inhibitor). (5) The compound is O=c1cnc2cnc(Nc3ccccc3)nc2n1CCc1ccccc1. The result is 0 (non-inhibitor). (6) The compound is Cn1c(=O)cc(OCC(=O)NCc2cccnc2)c2ccccc21. The result is 0 (non-inhibitor). (7) The compound is Br.N=c1n(CCN2CCOCC2)c2ccccc2n1CC(=O)c1ccc(Cl)c(Cl)c1. The result is 1 (inhibitor). (8) The drug is Oc1ccc([C@@H]2CNCc3sccc32)cc1O. The result is 0 (non-inhibitor). (9) The drug is C[C@H]1CS(=O)(=O)CCN1/N=C\c1ccc([N+](=O)[O-])o1. The result is 0 (non-inhibitor).